The task is: Predict the reaction yield, written as a fraction of the theoretical maximum amount of product (1.0 means a 100% yield; for example, 0.34 means a 34% yield).. This data is from Reaction yield outcomes from USPTO patents with 853,638 reactions. (1) The reactants are O=[N+]([O-])[O-].[O-][N+](=O)[O-].[O-][N+](=O)[O-].[O-][N+](=O)[O-].[O-][N+](=O)[O-].[O-][N+](=O)[O-].[Ce+4].[NH4+].[NH4+].O.[Cl:29][CH2:30][CH2:31][CH2:32][CH2:33]/[C:34](/[CH3:50])=[CH:35]/[CH2:36][C:37]1[C:42]([CH3:43])=[C:41]([O:44]C)[C:40]([CH3:46])=[C:39]([CH3:47])[C:38]=1[O:48]C.CCOC(C)=O. The catalyst is C(C#N)(C)=O.O. The product is [Cl:29][CH2:30][CH2:31][CH2:32][CH2:33]/[C:34](/[CH3:50])=[CH:35]/[CH2:36][C:37]1[C:38](=[O:48])[C:39]([CH3:47])=[C:40]([CH3:46])[C:41](=[O:44])[C:42]=1[CH3:43]. The yield is 0.187. (2) The reactants are [CH3:1][S:2]([C:5]1[CH:10]=[CH:9][C:8]([N:11]2[CH2:15][C:14](O)([C:16]([F:19])([F:18])[F:17])[N:13]=[C:12]2[C:21]2[CH:29]=[CH:28][C:24]3[O:25][CH2:26][O:27][C:23]=3[CH:22]=2)=[CH:7][CH:6]=1)(=[O:4])=[O:3].O.C1(C)C=CC(S(O)(=O)=O)=CC=1. The catalyst is C1(C)C=CC=CC=1. The product is [CH3:1][S:2]([C:5]1[CH:6]=[CH:7][C:8]([N:11]2[CH:15]=[C:14]([C:16]([F:19])([F:18])[F:17])[N:13]=[C:12]2[C:21]2[CH:29]=[CH:28][C:24]3[O:25][CH2:26][O:27][C:23]=3[CH:22]=2)=[CH:9][CH:10]=1)(=[O:4])=[O:3]. The yield is 0.800. (3) The yield is 0.570. The product is [Br:1][C:2]1[CH:3]=[C:4]2[C:5](=[CH:6][CH:7]=1)[O:8][C:9](=[O:14])[CH2:10][C:11]2([CH3:12])[CH3:13]. The catalyst is ClCCl. The reactants are [Br:1][C:2]1[CH:7]=[CH:6][C:5]([O:8][C:9](=[O:14])[CH:10]=[C:11]([CH3:13])[CH3:12])=[CH:4][CH:3]=1.[Cl-].[Al+3].[Cl-].[Cl-].